This data is from Full USPTO retrosynthesis dataset with 1.9M reactions from patents (1976-2016). The task is: Predict the reactants needed to synthesize the given product. (1) Given the product [CH3:17][C:15]1[N:16]=[C:11]([C:9]2[CH:8]=[CH:7][N:6]3[C:2]([C:30]4[CH:29]=[C:28]([NH:32][C:33]([NH:35][CH2:36][C:37]([F:38])([F:39])[F:40])=[O:34])[CH:27]=[CH:26][CH:31]=4)=[CH:3][N:4]=[C:5]3[CH:10]=2)[N:12]=[N:13][CH:14]=1, predict the reactants needed to synthesize it. The reactants are: I[C:2]1[N:6]2[CH:7]=[CH:8][C:9]([C:11]3[N:12]=[N:13][CH:14]=[C:15]([CH3:17])[N:16]=3)=[CH:10][C:5]2=[N:4][CH:3]=1.CC1(C)C(C)(C)OB([C:26]2[CH:27]=[C:28]([NH:32][C:33]([NH:35][CH2:36][C:37]([F:40])([F:39])[F:38])=[O:34])[CH:29]=[CH:30][CH:31]=2)O1. (2) Given the product [NH2:1][C:2]1[C:11]([C:12]#[CH:13])=[C:10]2[C:5]([C:6](=[O:28])[N:7]([C:21]3[CH:22]=[CH:23][C:24]([Cl:27])=[CH:25][CH:26]=3)[C:8]([CH:18]([CH3:20])[CH3:19])=[N:9]2)=[CH:4][CH:3]=1, predict the reactants needed to synthesize it. The reactants are: [NH2:1][C:2]1[C:11]([C:12]#[C:13][Si](C)(C)C)=[C:10]2[C:5]([C:6](=[O:28])[N:7]([C:21]3[CH:26]=[CH:25][C:24]([Cl:27])=[CH:23][CH:22]=3)[C:8]([CH:18]([CH3:20])[CH3:19])=[N:9]2)=[CH:4][CH:3]=1.[F-].C([N+](CCCC)(CCCC)CCCC)CCC. (3) Given the product [CH:1]([S:4]([C:5]1[C:6]([C@H:11]2[C@H:15]([C:16]([O:18][CH2:19][CH3:20])=[O:17])[CH2:14][CH2:13][N:12]2[C:21]([O:23][C:24]([CH3:27])([CH3:25])[CH3:26])=[O:22])=[N:7][CH:8]=[CH:9][CH:10]=1)(=[O:28])=[O:34])([CH3:3])[CH3:2], predict the reactants needed to synthesize it. The reactants are: [CH:1]([S:4][C:5]1[C:6]([C@H:11]2[C@H:15]([C:16]([O:18][CH2:19][CH3:20])=[O:17])[CH2:14][CH2:13][N:12]2[C:21]([O:23][C:24]([CH3:27])([CH3:26])[CH3:25])=[O:22])=[N:7][CH:8]=[CH:9][CH:10]=1)([CH3:3])[CH3:2].[OH:28]OS([O-])=O.[K+].[OH2:34]. (4) Given the product [ClH:44].[F:1][C:2]1[C:42]([F:43])=[CH:41][C:5]2[N:6]=[C:7]([S:9][CH2:10][CH2:11][N:12]3[CH2:13][CH2:14][N:15]([CH2:18][C:19]([NH:21][C:22]4[C:23]([O:35][CH2:36][C:37]([F:38])([F:39])[F:40])=[N:24][C:25]([CH3:34])=[CH:26][C:27]=4[O:28][CH2:29][C:30]([F:33])([F:32])[F:31])=[O:20])[CH2:16][CH2:17]3)[NH:8][C:4]=2[CH:3]=1, predict the reactants needed to synthesize it. The reactants are: [F:1][C:2]1[C:42]([F:43])=[CH:41][C:5]2[N:6]=[C:7]([S:9][CH2:10][CH2:11][N:12]3[CH2:17][CH2:16][N:15]([CH2:18][C:19]([NH:21][C:22]4[C:23]([O:35][CH2:36][C:37]([F:40])([F:39])[F:38])=[N:24][C:25]([CH3:34])=[CH:26][C:27]=4[O:28][CH2:29][C:30]([F:33])([F:32])[F:31])=[O:20])[CH2:14][CH2:13]3)[NH:8][C:4]=2[CH:3]=1.[ClH:44].N1C=CC=CC=1. (5) Given the product [CH3:19][O:12][C:11](=[O:13])[CH2:10][C:4]1[CH:5]=[CH:6][C:7]([O:8][CH3:9])=[C:2]([Br:1])[CH:3]=1, predict the reactants needed to synthesize it. The reactants are: [Br:1][C:2]1[CH:3]=[C:4]([CH2:10][C:11]([OH:13])=[O:12])[CH:5]=[CH:6][C:7]=1[O:8][CH3:9].OS(O)(=O)=O.[CH3:19]O. (6) Given the product [CH:13]1([N:10]2[CH2:9][C:8]3([CH2:19][CH2:18]3)[C:7](=[O:20])[N:6]([CH3:21])[C:5]3[CH:4]=[N:3][C:2]([NH:34][C:35]4[CH:53]=[CH:52][C:38]([C:39]([NH:41][CH2:42][C:43]([CH3:50])([CH3:51])[CH2:44][N:45]5[CH2:49][CH2:48][CH2:47][CH2:46]5)=[O:40])=[CH:37][C:36]=4[O:54][CH3:55])=[N:12][C:11]2=3)[CH2:17][CH2:16][CH2:15][CH2:14]1, predict the reactants needed to synthesize it. The reactants are: Cl[C:2]1[N:3]=[CH:4][C:5]2[N:6]([CH3:21])[C:7](=[O:20])[C:8]3([CH2:19][CH2:18]3)[CH2:9][N:10]([CH:13]3[CH2:17][CH2:16][CH2:15][CH2:14]3)[C:11]=2[N:12]=1.O.C1(C)C=CC(S(O)(=O)=O)=CC=1.[NH2:34][C:35]1[CH:53]=[CH:52][C:38]([C:39]([NH:41][CH2:42][C:43]([CH3:51])([CH3:50])[CH2:44][N:45]2[CH2:49][CH2:48][CH2:47][CH2:46]2)=[O:40])=[CH:37][C:36]=1[O:54][CH3:55].CC(C)CC(O)C. (7) Given the product [NH:43]1[C:44]2[CH:49]=[CH:48][CH:47]=[CH:46][C:45]=2[N:50]=[C:12]1[CH:11]([NH:10][C:8](=[O:9])[O:7][C:3]([CH3:6])([CH3:5])[CH3:4])[CH2:15][C:16]1[CH:21]=[CH:20][C:19]([O:22][C:23]([F:26])([F:25])[F:24])=[CH:18][CH:17]=1, predict the reactants needed to synthesize it. The reactants are: N#N.[C:3]([O:7][C:8]([NH:10][CH:11]([CH2:15][C:16]1[CH:21]=[CH:20][C:19]([O:22][C:23]([F:26])([F:25])[F:24])=[CH:18][CH:17]=1)[C:12](O)=O)=[O:9])([CH3:6])([CH3:5])[CH3:4].C(N1CCOCC1)C.CN(C(O[N:43]1N=[N:50][C:45]2[CH:46]=[CH:47][CH:48]=[CH:49][C:44]1=2)=[N+](C)C)C.[B-](F)(F)(F)F.C1(N)C(N)=CC=CC=1. (8) The reactants are: Cl[CH:2]([C:14]1[CH:19]=[CH:18][CH:17]=[CH:16][CH:15]=1)[C:3]([C:5]1[C:13]2[C:8](=[CH:9][CH:10]=[CH:11][CH:12]=2)[NH:7][CH:6]=1)=[O:4].[CH3:20][O:21][C:22]1[CH:23]=[C:24]([CH:26]=[CH:27][CH:28]=1)[NH2:25].CCN(C(C)C)C(C)C. Given the product [NH:7]1[C:8]2[C:13](=[CH:12][CH:11]=[CH:10][CH:9]=2)[C:5]([C:3](=[O:4])[CH:2]([NH:25][C:24]2[CH:26]=[CH:27][CH:28]=[C:22]([O:21][CH3:20])[CH:23]=2)[C:14]2[CH:19]=[CH:18][CH:17]=[CH:16][CH:15]=2)=[CH:6]1, predict the reactants needed to synthesize it. (9) Given the product [CH2:32]([CH:27]1[C:10]2[C:9]([C:7]([N:1]3[CH2:6][CH2:5][O:4][CH2:3][CH2:2]3)=[O:8])=[N:13][N:12]([C:14]3[CH:15]=[CH:16][CH:17]=[CH:18][CH:19]=3)[C:11]=2[C:20]2[CH:21]=[CH:22][CH:23]=[CH:24][C:25]=2[S:26]1(=[O:28])=[O:29])[C:33]1[CH:38]=[CH:37][CH:36]=[CH:35][CH:34]=1, predict the reactants needed to synthesize it. The reactants are: [N:1]1([C:7]([C:9]2[C:10]3[CH2:27][S:26](=[O:29])(=[O:28])[C:25]4[CH:24]=[CH:23][CH:22]=[CH:21][C:20]=4[C:11]=3[N:12]([C:14]3[CH:19]=[CH:18][CH:17]=[CH:16][CH:15]=3)[N:13]=2)=[O:8])[CH2:6][CH2:5][O:4][CH2:3][CH2:2]1.[H-].[Na+].[CH2:32](Br)[C:33]1[CH:38]=[CH:37][CH:36]=[CH:35][CH:34]=1. (10) Given the product [C:1]([O:8][CH2:17][CH2:18][CH2:19][CH2:20][CH3:21])(=[O:7])[CH2:2][CH2:3][C:4]([CH3:6])=[O:5], predict the reactants needed to synthesize it. The reactants are: [C:1]([OH:8])(=[O:7])[CH2:2][CH2:3][C:4]([CH3:6])=[O:5].C(O)=O.S(=O)(=O)(O)O.[CH2:17]=[CH:18][CH2:19][CH2:20][CH3:21].C=CCC.